Dataset: Full USPTO retrosynthesis dataset with 1.9M reactions from patents (1976-2016). Task: Predict the reactants needed to synthesize the given product. Given the product [C:3]([O:7][C@@H:8]([C:15]1[C:16]([CH3:44])=[N:17][C:18]([CH3:43])=[C:19]([C:27]2[CH:32]=[CH:31][C:30]([O:33][CH2:34][CH2:35][C:36]3[CH:37]=[CH:38][C:39]([F:42])=[CH:40][CH:41]=3)=[CH:29][CH:28]=2)[C:20]=1[N:21]1[CH2:22][C:23]([F:26])([F:25])[CH2:24]1)[C:9]([OH:11])=[O:10])([CH3:6])([CH3:5])[CH3:4], predict the reactants needed to synthesize it. The reactants are: [OH-].[Na+].[C:3]([O:7][C@@H:8]([C:15]1[C:16]([CH3:44])=[N:17][C:18]([CH3:43])=[C:19]([C:27]2[CH:32]=[CH:31][C:30]([O:33][CH2:34][CH2:35][C:36]3[CH:41]=[CH:40][C:39]([F:42])=[CH:38][CH:37]=3)=[CH:29][CH:28]=2)[C:20]=1[N:21]1[CH2:24][C:23]([F:26])([F:25])[CH2:22]1)[C:9]([O:11]C(C)C)=[O:10])([CH3:6])([CH3:5])[CH3:4].Cl.